Dataset: Reaction yield outcomes from USPTO patents with 853,638 reactions. Task: Predict the reaction yield, written as a fraction of the theoretical maximum amount of product (1.0 means a 100% yield; for example, 0.34 means a 34% yield). The reactants are [OH:1][CH2:2][CH2:3][C:4]1[N:5]=[C:6]([NH:9][C:10](=[O:16])[O:11][C:12]([CH3:15])([CH3:14])[CH3:13])[S:7][CH:8]=1.[O:17]1[CH:22]=[CH:21][CH2:20][CH2:19][CH2:18]1.[NH+]1C=CC=CC=1.C1(C)C=CC(S(O)(=O)=O)=CC=1. The catalyst is ClCCl. The product is [O:17]1[CH2:22][CH2:21][CH2:20][CH2:19][CH:18]1[O:1][CH2:2][CH2:3][C:4]1[N:5]=[C:6]([NH:9][C:10](=[O:16])[O:11][C:12]([CH3:13])([CH3:15])[CH3:14])[S:7][CH:8]=1. The yield is 0.820.